Dataset: Reaction yield outcomes from USPTO patents with 853,638 reactions. Task: Predict the reaction yield, written as a fraction of the theoretical maximum amount of product (1.0 means a 100% yield; for example, 0.34 means a 34% yield). (1) The reactants are [C:1]([C:6]1[CH:7]=[CH:8][C:9]([O:15][CH3:16])=[C:10]([CH:14]=1)[C:11]([OH:13])=O)(=[O:5])[CH:2]([CH3:4])[CH3:3].[F:17][C:18]([F:31])([F:30])[C:19]1[CH:20]=[C:21]([CH:23]=[C:24]([C:26]([F:29])([F:28])[F:27])[CH:25]=1)[NH2:22]. No catalyst specified. The product is [C:1]([C:6]1[CH:7]=[CH:8][C:9]([O:15][CH3:16])=[C:10]([CH:14]=1)[C:11]([NH:22][C:21]1[CH:23]=[C:24]([C:26]([F:27])([F:28])[F:29])[CH:25]=[C:19]([C:18]([F:17])([F:30])[F:31])[CH:20]=1)=[O:13])(=[O:5])[CH:2]([CH3:3])[CH3:4]. The yield is 0.614. (2) The reactants are COC=CC1(C2[C:18]3[C:23]([C:18]4[CH:19]=[CH:20][CH:21]=[CH:22][C:23]=4C=2)=[CH:22][CH:21]=[CH:20][CH:19]=3)C=CC=CC1.C(=O)([O-])[O-].[K+].[K+]. The catalyst is CS(O)(=O)=O.ClCCl. The product is [CH:23]1[C:18]2[C:23]3[C:18]([C:23]4[C:18]([C:19]=2[CH:20]=[CH:21][CH:22]=1)=[CH:19][CH:20]=[CH:21][CH:22]=4)=[CH:19][CH:20]=[C:21]1[C:22]=3[CH:23]=[CH:18][CH:19]=[CH:20]1. The yield is 0.250. (3) The reactants are [NH2:1][C:2]1[CH:3]=[C:4]([CH:19]=[CH:20][CH:21]=1)[O:5][C:6]1[CH:18]=[CH:17][C:9]2[N:10]=[C:11]([NH:13][C:14](=[O:16])[CH3:15])[S:12][C:8]=2[CH:7]=1.[Cl:22][C:23]1[CH:31]=[CH:30][C:26]([C:27](O)=[O:28])=[CH:25][C:24]=1[C:32]([C:35]#[N:36])([CH3:34])[CH3:33].O1CCCC1.C(Cl)(=O)C(Cl)=O. The catalyst is CN(C)C=O. The product is [C:14]([NH:13][C:11]1[S:12][C:8]2[CH:7]=[C:6]([O:5][C:4]3[CH:3]=[C:2]([NH:1][C:27](=[O:28])[C:26]4[CH:30]=[CH:31][C:23]([Cl:22])=[C:24]([C:32]([C:35]#[N:36])([CH3:33])[CH3:34])[CH:25]=4)[CH:21]=[CH:20][CH:19]=3)[CH:18]=[CH:17][C:9]=2[N:10]=1)(=[O:16])[CH3:15]. The yield is 0.420. (4) The reactants are [F:1][C:2]1[CH:31]=[CH:30][C:5]([C:6](/[N:8]=[C:9](\[NH:17][C:18]2[NH:22][N:21]=[C:20]([C:23]3[CH:28]=[CH:27][C:26]([F:29])=[CH:25][CH:24]=3)[CH:19]=2)/[N:10]2[CH2:14][CH2:13][CH2:12][C@H:11]2[CH2:15]O)=[O:7])=[CH:4][CH:3]=1.C1(P(C2C=CC=CC=2)C2C=CC=CC=2)C=CC=CC=1.CC(OC(/N=N/C(OC(C)C)=O)=O)C. The catalyst is C1COCC1. The product is [F:1][C:2]1[CH:31]=[CH:30][C:5]([C:6](/[N:8]=[C:9]2\[NH:17][C:18]3[N:22]([N:21]=[C:20]([C:23]4[CH:28]=[CH:27][C:26]([F:29])=[CH:25][CH:24]=4)[CH:19]=3)[CH2:15][C@@H:11]3[CH2:12][CH2:13][CH2:14][N:10]\23)=[O:7])=[CH:4][CH:3]=1. The yield is 0.770. (5) The reactants are [OH:1][C:2]1[CH:10]=[CH:9][CH:8]=[C:7]2[C:3]=1[CH:4]=[CH:5][NH:6]2.C(=O)([O-])[O-].[K+].[K+].[I-].[Na+].Cl.Cl[CH2:21][CH2:22][N:23]([CH3:25])[CH3:24]. The catalyst is CC(=O)CC. The product is [NH:6]1[C:7]2[C:3](=[C:2]([O:1][CH2:21][CH2:22][N:23]([CH3:25])[CH3:24])[CH:10]=[CH:9][CH:8]=2)[CH:4]=[CH:5]1. The yield is 0.720. (6) The reactants are Cl[CH2:2][C:3]1[CH:12]=[CH:11][C:10]2[C:5](=[CH:6][CH:7]=[CH:8][CH:9]=2)[N:4]=1.[CH3:13][C:14]([C:16]1[CH:17]=[CH:18][C:19]([OH:22])=[CH:20][CH:21]=1)=[O:15].C(=O)([O-])[O-].[K+].[K+].[OH-].[Na+]. The catalyst is CC(C)=O.C(OCC)(=O)C. The product is [N:4]1[C:5]2[C:10](=[CH:9][CH:8]=[CH:7][CH:6]=2)[CH:11]=[CH:12][C:3]=1[CH2:2][O:22][C:19]1[CH:20]=[CH:21][C:16]([C:14](=[O:15])[CH3:13])=[CH:17][CH:18]=1. The yield is 0.710. (7) The reactants are [OH:1][C:2]1[CH:7]=[CH:6][C:5](B(O)O)=[CH:4][CH:3]=1.O.O.O.O.O.O.O.O.O.O.C(=O)([O-])[O-].[Na+].[Na+].Br[C:28]1[CH:29]=[N:30][C:31]([C:34]2[CH:39]=[CH:38][C:37]([CH2:40][C@H:41]([NH:53][C:54]([C:56]3[S:57][C:58]([C:61]([CH3:64])([CH3:63])[CH3:62])=[CH:59][CH:60]=3)=[O:55])[C:42]([N:44]3[CH2:48][CH2:47][C@H:46]([C:49]([O:51][CH3:52])=[O:50])[CH2:45]3)=[O:43])=[CH:36][CH:35]=2)=[N:32][CH:33]=1.C1COCC1. The catalyst is C1C=CC(P(C2C=CC=CC=2)[C-]2C=CC=C2)=CC=1.C1C=CC(P(C2C=CC=CC=2)[C-]2C=CC=C2)=CC=1.Cl[Pd]Cl.[Fe+2].O.CC#N. The product is [C:61]([C:58]1[S:57][C:56]([C:54]([NH:53][C@@H:41]([CH2:40][C:37]2[CH:38]=[CH:39][C:34]([C:31]3[N:30]=[CH:29][C:28]([C:5]4[CH:6]=[CH:7][C:2]([OH:1])=[CH:3][CH:4]=4)=[CH:33][N:32]=3)=[CH:35][CH:36]=2)[C:42]([N:44]2[CH2:48][CH2:47][C@H:46]([C:49]([O:51][CH3:52])=[O:50])[CH2:45]2)=[O:43])=[O:55])=[CH:60][CH:59]=1)([CH3:64])([CH3:62])[CH3:63]. The yield is 0.760.